This data is from Reaction yield outcomes from USPTO patents with 853,638 reactions. The task is: Predict the reaction yield, written as a fraction of the theoretical maximum amount of product (1.0 means a 100% yield; for example, 0.34 means a 34% yield). (1) The product is [C:23]([O:27][C:28](=[O:31])[CH2:29][C:2]1[CH:3]=[C:4]2[C:9](=[CH:10][CH:11]=1)[C:8](=[O:12])[N:7]([CH2:13][C:14]1[CH:19]=[CH:18][C:17]([O:20][CH3:21])=[CH:16][CH:15]=1)[CH2:6][CH2:5]2)([CH3:26])([CH3:25])[CH3:24]. The yield is 0.956. The catalyst is C1COCC1.CC(P(C(C)(C)C)[C-]1C=CC=C1)(C)C.C1C=CC([C-]2C(C3C=CC=CC=3)=C(C3C=CC=CC=3)C(C3C=CC=CC=3)=C2C2C=CC=CC=2)=CC=1.[Fe+2].C1C=CC(/C=C/C(/C=C/C2C=CC=CC=2)=O)=CC=1.C1C=CC(/C=C/C(/C=C/C2C=CC=CC=2)=O)=CC=1.[Pd]. The reactants are Br[C:2]1[CH:3]=[C:4]2[C:9](=[CH:10][CH:11]=1)[C:8](=[O:12])[N:7]([CH2:13][C:14]1[CH:19]=[CH:18][C:17]([O:20][CH3:21])=[CH:16][CH:15]=1)[CH2:6][CH2:5]2.[Cl-].[C:23]([O:27][C:28](=[O:31])[CH2:29][Zn+])([CH3:26])([CH3:25])[CH3:24]. (2) The reactants are [BH4-].[Na+].[C:3]([CH:7]1[CH2:12][CH:11]([C:13]2[CH:14]=[C:15]3[C:19](=[CH:20][CH:21]=2)[N:18]([C:22]2[CH:27]=[CH:26][C:25]([O:28][CH:29]([CH3:31])[CH3:30])=[CH:24][CH:23]=2)[C:17]([C:32]([OH:34])=[O:33])=[C:16]3[Cl:35])[C:10](=[O:36])[CH2:9][CH2:8]1)([CH3:6])([CH3:5])[CH3:4].O.Cl. The catalyst is CCO. The product is [C:3]([CH:7]1[CH2:12][CH:11]([C:13]2[CH:14]=[C:15]3[C:19](=[CH:20][CH:21]=2)[N:18]([C:22]2[CH:23]=[CH:24][C:25]([O:28][CH:29]([CH3:31])[CH3:30])=[CH:26][CH:27]=2)[C:17]([C:32]([OH:34])=[O:33])=[C:16]3[Cl:35])[CH:10]([OH:36])[CH2:9][CH2:8]1)([CH3:5])([CH3:6])[CH3:4]. The yield is 0.600. (3) The reactants are [CH2:1]([C@@H:5]1[N:10]([CH2:11][C:12]2[CH:16]=[C:15]([C:17]3[CH:22]=[CH:21][CH:20]=[CH:19][CH:18]=3)[O:14][N:13]=2)[CH2:9][C@H:8]([CH2:23][CH:24]([CH3:26])[CH3:25])[NH:7][C:6]1=[O:27])[CH:2]([CH3:4])[CH3:3].C1(C[C@@H]2NC(=O)[C@H](CC(C)C)NC2)CC1.[F:43]C1C=CC(C2ON=C(C=O)C=2)=CC=1. No catalyst specified. The product is [CH:24]1([CH2:23][C@@H:8]2[NH:7][C:6](=[O:27])[C@H:5]([CH2:1][CH:2]([CH3:4])[CH3:3])[N:10]([CH2:11][C:12]3[CH:16]=[C:15]([C:17]4[CH:18]=[CH:19][C:20]([F:43])=[CH:21][CH:22]=4)[O:14][N:13]=3)[CH2:9]2)[CH2:26][CH2:25]1. The yield is 0.403. (4) The reactants are [CH3:1][O:2][C:3]1[CH:4]=[C:5]2[C:10](=[CH:11][C:12]=1[O:13][CH3:14])[N:9]=[CH:8][CH:7]=[C:6]2[O:15][C:16]1[CH:22]=[CH:21][C:19]([NH2:20])=[CH:18][CH:17]=1.C(O)C.[Cl:26][C:27]1[CH:32]=[CH:31][C:30]([C:33]([N:35]=[C:36]=[S:37])=[O:34])=[CH:29][CH:28]=1. The catalyst is C1(C)C=CC=CC=1. The product is [Cl:26][C:27]1[CH:32]=[CH:31][C:30]([C:33]([NH:35][C:36]([NH:20][C:19]2[CH:21]=[CH:22][C:16]([O:15][C:6]3[C:5]4[C:10](=[CH:11][C:12]([O:13][CH3:14])=[C:3]([O:2][CH3:1])[CH:4]=4)[N:9]=[CH:8][CH:7]=3)=[CH:17][CH:18]=2)=[S:37])=[O:34])=[CH:29][CH:28]=1. The yield is 0.920.